Predict the reactants needed to synthesize the given product. From a dataset of Full USPTO retrosynthesis dataset with 1.9M reactions from patents (1976-2016). (1) The reactants are: [C:1]12([C:8]3[NH:12][C:11]4[CH:13]=[CH:14][CH:15]=[C:16]([C:17]([NH2:19])=[O:18])[C:10]=4[N:9]=3)[NH:7][CH:4]([CH2:5][CH2:6]1)[CH2:3][CH2:2]2.C=O.[C:22]([BH3-])#N.[Na+]. Given the product [CH3:22][N:7]1[CH:4]2[CH2:5][CH2:6][C:1]1([C:8]1[NH:12][C:11]3[CH:13]=[CH:14][CH:15]=[C:16]([C:17]([NH2:19])=[O:18])[C:10]=3[N:9]=1)[CH2:2][CH2:3]2, predict the reactants needed to synthesize it. (2) Given the product [C:1]([O:5][C:6](=[O:18])[NH:7][C:8]1[CH:13]=[CH:12][C:11]([C:24]2[CH:23]=[CH:22][CH:21]=[C:20]([F:19])[CH:25]=2)=[CH:10][C:9]=1[N+:15]([O-:17])=[O:16])([CH3:4])([CH3:3])[CH3:2], predict the reactants needed to synthesize it. The reactants are: [C:1]([O:5][C:6](=[O:18])[NH:7][C:8]1[CH:13]=[CH:12][C:11](I)=[CH:10][C:9]=1[N+:15]([O-:17])=[O:16])([CH3:4])([CH3:3])[CH3:2].[F:19][C:20]1[CH:21]=[C:22](B(O)O)[CH:23]=[CH:24][CH:25]=1.